This data is from NCI-60 drug combinations with 297,098 pairs across 59 cell lines. The task is: Regression. Given two drug SMILES strings and cell line genomic features, predict the synergy score measuring deviation from expected non-interaction effect. (1) Drug 1: CC1=C(C=C(C=C1)NC(=O)C2=CC=C(C=C2)CN3CCN(CC3)C)NC4=NC=CC(=N4)C5=CN=CC=C5. Drug 2: C1C(C(OC1N2C=NC3=C2NC=NCC3O)CO)O. Cell line: MDA-MB-435. Synergy scores: CSS=-1.28, Synergy_ZIP=2.14, Synergy_Bliss=4.76, Synergy_Loewe=0.0701, Synergy_HSA=0.663. (2) Drug 1: C1CCN(CC1)CCOC2=CC=C(C=C2)C(=O)C3=C(SC4=C3C=CC(=C4)O)C5=CC=C(C=C5)O. Drug 2: CC12CCC3C(C1CCC2OP(=O)(O)O)CCC4=C3C=CC(=C4)OC(=O)N(CCCl)CCCl.[Na+]. Cell line: ACHN. Synergy scores: CSS=-7.55, Synergy_ZIP=4.01, Synergy_Bliss=-2.57, Synergy_Loewe=-6.77, Synergy_HSA=-7.69. (3) Drug 2: CS(=O)(=O)OCCCCOS(=O)(=O)C. Drug 1: C1=NC2=C(N=C(N=C2N1C3C(C(C(O3)CO)O)F)Cl)N. Synergy scores: CSS=-1.40, Synergy_ZIP=1.16, Synergy_Bliss=2.33, Synergy_Loewe=-5.32, Synergy_HSA=-3.03. Cell line: HOP-92. (4) Drug 1: C1CCC(C1)C(CC#N)N2C=C(C=N2)C3=C4C=CNC4=NC=N3. Drug 2: C1=CC(=CC=C1C#N)C(C2=CC=C(C=C2)C#N)N3C=NC=N3. Cell line: MOLT-4. Synergy scores: CSS=3.15, Synergy_ZIP=-1.76, Synergy_Bliss=0.907, Synergy_Loewe=0.910, Synergy_HSA=0.752.